Task: Predict the reactants needed to synthesize the given product.. Dataset: Full USPTO retrosynthesis dataset with 1.9M reactions from patents (1976-2016) (1) The reactants are: [N+:1]([C:4]1[CH:9]=[CH:8][CH:7]=[C:6]([O:10][CH2:11][CH2:12][C:13]2[CH:18]=[CH:17][C:16]([C:19]#[N:20])=[CH:15][CH:14]=2)[CH:5]=1)([O-])=O.[NH4+].[Cl-]. Given the product [NH2:1][C:4]1[CH:9]=[CH:8][CH:7]=[C:6]([O:10][CH2:11][CH2:12][C:13]2[CH:14]=[CH:15][C:16]([C:19]#[N:20])=[CH:17][CH:18]=2)[CH:5]=1, predict the reactants needed to synthesize it. (2) Given the product [CH2:2]1[C:37]2[C:38](=[CH:39][CH:40]=[C:35]([NH:34][C:2]3[N:7]=[C:6]([C:8]4[C:9]([C:17]5[CH:18]=[C:19]([NH:23][C:24](=[O:33])[C:25]6[CH:30]=[CH:29][CH:28]=[CH:27][CH:26]=6)[CH:20]=[CH:21][CH:22]=5)=[N:10][N:11]5[CH:16]=[CH:15][CH:14]=[CH:13][C:12]=45)[CH:5]=[CH:4][N:3]=3)[CH:36]=2)[CH2:5][CH2:4][NH:3]1, predict the reactants needed to synthesize it. The reactants are: Cl[C:2]1[N:7]=[C:6]([C:8]2[C:9]([C:17]3[CH:18]=[C:19]([NH:23][C:24](=[O:33])[C:25]4[C:30](F)=[CH:29][CH:28]=[CH:27][C:26]=4F)[CH:20]=[CH:21][CH:22]=3)=[N:10][N:11]3[CH:16]=[CH:15][CH:14]=[CH:13][C:12]=23)[CH:5]=[CH:4][N:3]=1.[NH2:34][C:35]1[CH:36]=[C:37](S(N)(=O)=O)[CH:38]=[CH:39][CH:40]=1. (3) Given the product [CH2:1]([O:3][CH:4]([O:24][CH2:25][CH3:26])[C:5]1[O:13][C:12]2[C:11]([C:14]3[CH:23]=[CH:22][C:17]([C:18]([OH:20])=[O:19])=[CH:16][CH:15]=3)=[CH:10][N:9]=[CH:8][C:7]=2[CH:6]=1)[CH3:2], predict the reactants needed to synthesize it. The reactants are: [CH2:1]([O:3][CH:4]([O:24][CH2:25][CH3:26])[C:5]1[O:13][C:12]2[C:11]([C:14]3[CH:23]=[CH:22][C:17]([C:18]([O:20]C)=[O:19])=[CH:16][CH:15]=3)=[CH:10][N:9]=[CH:8][C:7]=2[CH:6]=1)[CH3:2].[OH-].[Na+]. (4) Given the product [O:22]=[C:9]1[N:10]([CH2:11][CH2:12][S:13][C:14]2[S:15][CH:16]=[C:17]([C:18]([OH:19])=[O:20])[N:21]=2)[C@@H:6](/[CH:5]=[CH:4]/[CH2:3][C@:2]([OH:30])([CH3:1])[CH2:23][CH2:24][CH2:25][C:26]([F:27])([F:29])[F:28])[CH2:7][O:8]1, predict the reactants needed to synthesize it. The reactants are: [CH3:1][C@@:2]1([CH2:23][CH2:24][CH2:25][C:26]([F:29])([F:28])[F:27])[O:19][C:18](=[O:20])[C:17]2[N:21]=[C:14]([S:15][CH:16]=2)[S:13][CH2:12][CH2:11][N:10]2[C@H:6]([CH2:7][O:8][C:9]2=[O:22])[CH:5]=[CH:4][CH2:3]1.[OH:30][C@@H](C(C)(C)CCCC)/C=C/[C@H]1COC(=O)N1CCSC1SC=C(C(OCC)=O)N=1.O1CCCC1. (5) Given the product [C:1]([O:5][C:6]([C:8]1[S:12][C:11]([C:13]2[CH:18]=[CH:17][CH:16]=[CH:15][CH:14]=2)=[N:10][C:9]=1[N:19]([CH3:32])[C:20](=[O:28])[C:21]1[CH:26]=[CH:25][C:24]([CH3:27])=[CH:23][CH:22]=1)=[O:7])([CH3:4])([CH3:3])[CH3:2], predict the reactants needed to synthesize it. The reactants are: [C:1]([O:5][C:6]([C:8]1[S:12][C:11]([C:13]2[CH:18]=[CH:17][CH:16]=[CH:15][CH:14]=2)=[N:10][C:9]=1[NH:19][C:20](=[O:28])[C:21]1[CH:26]=[CH:25][C:24]([CH3:27])=[CH:23][CH:22]=1)=[O:7])([CH3:4])([CH3:3])[CH3:2].[H-].[Na+].I[CH3:32].O. (6) The reactants are: [H-].[Na+].[SH:3][CH2:4][C:5]([O:7][CH2:8][CH3:9])=[O:6].[Br:10][C:11]1[CH:18]=[CH:17][C:14]([CH:15]=O)=[C:13](F)[CH:12]=1. Given the product [CH2:8]([O:7][C:5]([C:4]1[S:3][C:13]2[CH:12]=[C:11]([Br:10])[CH:18]=[CH:17][C:14]=2[CH:15]=1)=[O:6])[CH3:9], predict the reactants needed to synthesize it.